Dataset: Orexin1 receptor HTS with 218,158 compounds and 233 confirmed actives. Task: Binary Classification. Given a drug SMILES string, predict its activity (active/inactive) in a high-throughput screening assay against a specified biological target. (1) The drug is S(=O)(=O)(N(CC(=O)N\N=C\c1ccncc1)C)c1ccc(NC(=O)C)cc1. The result is 0 (inactive). (2) The compound is S(=O)(=O)(N1CCOCC1)c1cc(n2nnnc2)ccc1. The result is 0 (inactive). (3) The result is 0 (inactive). The drug is S(CC(=O)Nc1cc2oc3c(c2cc1OC)cccc3)c1n(nnn1)c1c(OCC)cccc1. (4) The molecule is S(Cc1ccc(F)cc1)c1sc(NC(=O)Cc2sccc2)nn1. The result is 0 (inactive). (5) The compound is Brc1c(=O)n(ncc1Br)COC(=O)c1ccc(F)cc1. The result is 0 (inactive).